Dataset: Merck oncology drug combination screen with 23,052 pairs across 39 cell lines. Task: Regression. Given two drug SMILES strings and cell line genomic features, predict the synergy score measuring deviation from expected non-interaction effect. (1) Drug 1: NC(=O)c1cccc2cn(-c3ccc(C4CCCNC4)cc3)nc12. Drug 2: CNC(=O)c1cc(Oc2ccc(NC(=O)Nc3ccc(Cl)c(C(F)(F)F)c3)cc2)ccn1. Cell line: COLO320DM. Synergy scores: synergy=0.0797. (2) Drug 1: Cn1nnc2c(C(N)=O)ncn2c1=O. Drug 2: NC1CCCCC1N.O=C(O)C(=O)O.[Pt+2]. Cell line: A2780. Synergy scores: synergy=-22.9. (3) Drug 1: COc1cc(C2c3cc4c(cc3C(OC3OC5COC(C)OC5C(O)C3O)C3COC(=O)C23)OCO4)cc(OC)c1O. Drug 2: C#Cc1cccc(Nc2ncnc3cc(OCCOC)c(OCCOC)cc23)c1. Cell line: COLO320DM. Synergy scores: synergy=10.4. (4) Drug 1: O=c1[nH]cc(F)c(=O)[nH]1. Drug 2: Cn1c(=O)n(-c2ccc(C(C)(C)C#N)cc2)c2c3cc(-c4cnc5ccccc5c4)ccc3ncc21. Cell line: MSTO. Synergy scores: synergy=-8.32. (5) Drug 1: CCC1(O)CC2CN(CCc3c([nH]c4ccccc34)C(C(=O)OC)(c3cc4c(cc3OC)N(C)C3C(O)(C(=O)OC)C(OC(C)=O)C5(CC)C=CCN6CCC43C65)C2)C1. Drug 2: COC1=C2CC(C)CC(OC)C(O)C(C)C=C(C)C(OC(N)=O)C(OC)C=CC=C(C)C(=O)NC(=CC1=O)C2=O. Cell line: OVCAR3. Synergy scores: synergy=-32.5. (6) Drug 1: Cc1nc(Nc2ncc(C(=O)Nc3c(C)cccc3Cl)s2)cc(N2CCN(CCO)CC2)n1. Drug 2: COC1CC2CCC(C)C(O)(O2)C(=O)C(=O)N2CCCCC2C(=O)OC(C(C)CC2CCC(OP(C)(C)=O)C(OC)C2)CC(=O)C(C)C=C(C)C(O)C(OC)C(=O)C(C)CC(C)C=CC=CC=C1C. Cell line: SKOV3. Synergy scores: synergy=28.8. (7) Drug 1: CCC1(O)CC2CN(CCc3c([nH]c4ccccc34)C(C(=O)OC)(c3cc4c(cc3OC)N(C)C3C(O)(C(=O)OC)C(OC(C)=O)C5(CC)C=CCN6CCC43C65)C2)C1. Cell line: HT144. Synergy scores: synergy=-32.0. Drug 2: CC1(c2nc3c(C(N)=O)cccc3[nH]2)CCCN1.